This data is from Catalyst prediction with 721,799 reactions and 888 catalyst types from USPTO. The task is: Predict which catalyst facilitates the given reaction. (1) Reactant: [N+:1]([CH2:3][C:4]([O:6][CH3:7])=[O:5])#[C-:2].C1CCN2C(=NCCC2)CC1.[CH:19]1([C:22](O[C:22]([CH:19]2[CH2:21][CH2:20]2)=[O:23])=[O:23])[CH2:21][CH2:20]1. Product: [CH:19]1([C:22]2[O:23][CH:2]=[N:1][C:3]=2[C:4]([O:6][CH3:7])=[O:5])[CH2:21][CH2:20]1. The catalyst class is: 1. (2) Reactant: [CH2:1]([N:8]1[C:12]([CH2:13][CH2:14][S:15][CH3:16])=[CH:11][C:10]([C:17]([OH:19])=O)=[C:9]1[CH:20]([CH3:22])[CH3:21])[C:2]1[CH:7]=[CH:6][CH:5]=[CH:4][CH:3]=1.[CH2:23]([N:30]1[C:34]([CH:35]([CH3:37])[CH3:36])=[CH:33][C:32]([C:38]([OH:40])=O)=[C:31]1[CH2:41][CH2:42][S:43][CH3:44])[C:24]1[CH:29]=[CH:28][CH:27]=[CH:26][CH:25]=1.CCN=C=NCCCN(C)C.[F:56][C:57]1[CH:58]=[C:59]([CH:62]=[CH:63][C:64]=1[F:65])[CH2:60][NH2:61]. Product: [F:56][C:57]1[CH:58]=[C:59]([CH:62]=[CH:63][C:64]=1[F:65])[CH2:60][NH:61][C:17]([C:10]1[CH:11]=[C:12]([CH2:13][CH2:14][S:15][CH3:16])[N:8]([CH2:1][C:2]2[CH:3]=[CH:4][CH:5]=[CH:6][CH:7]=2)[C:9]=1[CH:20]([CH3:22])[CH3:21])=[O:19].[F:56][C:57]1[CH:58]=[C:59]([CH:62]=[CH:63][C:64]=1[F:65])[CH2:60][NH:61][C:38]([C:32]1[CH:33]=[C:34]([CH:35]([CH3:36])[CH3:37])[N:30]([CH2:23][C:24]2[CH:25]=[CH:26][CH:27]=[CH:28][CH:29]=2)[C:31]=1[CH2:41][CH2:42][S:43][CH3:44])=[O:40]. The catalyst class is: 142. (3) Product: [OH:24][C:25]([C:37]1[S:38][CH:39]=[CH:40][CH:41]=1)([C:42]1[S:43][CH:44]=[CH:45][CH:46]=1)[C:26]([O:28][C@H:29]1[CH2:30][CH2:31][C@H:32]([N:35]([CH2:21][CH2:20][C:19]([NH:18][C:13]2[CH:14]=[C:15]([O:16][CH3:17])[C:10]([CH2:9][O:8][Si:1]([C:4]([CH3:7])([CH3:6])[CH3:5])([CH3:3])[CH3:2])=[CH:11][C:12]=2[Cl:23])=[O:22])[CH3:36])[CH2:33][CH2:34]1)=[O:27]. Reactant: [Si:1]([O:8][CH2:9][C:10]1[C:15]([O:16][CH3:17])=[CH:14][C:13]([NH:18][C:19](=[O:22])[CH:20]=[CH2:21])=[C:12]([Cl:23])[CH:11]=1)([C:4]([CH3:7])([CH3:6])[CH3:5])([CH3:3])[CH3:2].[OH:24][C:25]([C:42]1[S:43][CH:44]=[CH:45][CH:46]=1)([C:37]1[S:38][CH:39]=[CH:40][CH:41]=1)[C:26]([O:28][C@H:29]1[CH2:34][CH2:33][C@H:32]([NH:35][CH3:36])[CH2:31][CH2:30]1)=[O:27]. The catalyst class is: 2. (4) Reactant: [C:1]([O:5][C:6]([N:8]1[CH2:12][C@@H:11]([C:13](OC)=[O:14])[CH2:10][C@H:9]1[C:17]([O:19][C:20]([CH3:23])([CH3:22])[CH3:21])=[O:18])=[O:7])([CH3:4])([CH3:3])[CH3:2].[BH4-].[Na+]. Product: [C:1]([O:5][C:6]([N:8]1[CH2:12][C@@H:11]([CH2:13][OH:14])[CH2:10][C@H:9]1[C:17]([O:19][C:20]([CH3:23])([CH3:22])[CH3:21])=[O:18])=[O:7])([CH3:3])([CH3:4])[CH3:2]. The catalyst class is: 32.